This data is from Forward reaction prediction with 1.9M reactions from USPTO patents (1976-2016). The task is: Predict the product of the given reaction. Given the reactants Br[CH:2](Br)[C:3]1[CH:12]=[C:11]2[C:6]([C:7]([C:15]3[CH:20]=[CH:19][CH:18]=[C:17]([F:21])[CH:16]=3)=[CH:8][C:9]([C:13]#[N:14])=[N:10]2)=[CH:5][CH:4]=1.[O:23]1CCOCC1, predict the reaction product. The product is: [F:21][C:17]1[CH:16]=[C:15]([C:7]2[C:6]3[C:11](=[CH:12][C:3]([CH:2]=[O:23])=[CH:4][CH:5]=3)[N:10]=[C:9]([C:13]#[N:14])[CH:8]=2)[CH:20]=[CH:19][CH:18]=1.